Dataset: Reaction yield outcomes from USPTO patents with 853,638 reactions. Task: Predict the reaction yield, written as a fraction of the theoretical maximum amount of product (1.0 means a 100% yield; for example, 0.34 means a 34% yield). (1) The reactants are Cl[C:2]1[N:6]([CH3:7])[N:5]=[CH:4][C:3]=1[N+:8]([O-:10])=[O:9].Cl.[OH:12][C:13]1([CH3:20])[CH2:19][CH2:18][CH2:17][NH:16][CH2:15][CH2:14]1.CCN(C(C)C)C(C)C. The catalyst is CCO. The product is [CH3:20][C:13]1([OH:12])[CH2:19][CH2:18][CH2:17][N:16]([C:2]2[N:6]([CH3:7])[N:5]=[CH:4][C:3]=2[N+:8]([O-:10])=[O:9])[CH2:15][CH2:14]1. The yield is 0.660. (2) The reactants are [CH3:1][N:2]([CH2:4][C:5]1([C:11]2[CH:16]=[CH:15][C:14]([OH:17])=[CH:13][CH:12]=2)[CH2:10][CH2:9][O:8][CH2:7][CH2:6]1)[CH3:3].[CH3:18][N:19]1[CH2:23][CH2:22][CH2:21][CH:20]1[CH2:24][CH2:25]O.C1C=CC(P(C2C=CC=CC=2)C2C=CC=CC=2)=CC=1.CC(OC(/N=N/C(OC(C)C)=O)=O)C. The catalyst is C(OCC)(=O)C.CCCCCCC.C1COCC1. The product is [CH3:3][N:2]([CH3:1])[CH2:4][C:5]1([C:11]2[CH:16]=[CH:15][C:14]([O:17][CH2:25][CH2:24][CH:20]3[CH2:21][CH2:22][CH2:23][N:19]3[CH3:18])=[CH:13][CH:12]=2)[CH2:6][CH2:7][O:8][CH2:9][CH2:10]1. The yield is 0.270.